This data is from Forward reaction prediction with 1.9M reactions from USPTO patents (1976-2016). The task is: Predict the product of the given reaction. (1) Given the reactants [C:1]1([NH:7][CH2:8][CH2:9][OH:10])[CH:6]=[CH:5][CH:4]=[CH:3][CH:2]=1.N1C=CN=C1.[CH3:16][C:17]([Si:20](Cl)([CH3:22])[CH3:21])([CH3:19])[CH3:18], predict the reaction product. The product is: [Si:20]([O:10][CH2:9][CH2:8][NH:7][C:1]1[CH:6]=[CH:5][CH:4]=[CH:3][CH:2]=1)([C:17]([CH3:19])([CH3:18])[CH3:16])([CH3:22])[CH3:21]. (2) The product is: [F:8][C:5]([F:7])([CH3:6])[C:4]([NH:13][CH2:12][CH2:10][OH:11])=[O:9]. Given the reactants C(O[C:4](=[O:9])[C:5]([F:8])([F:7])[CH3:6])C.[CH2:10]([CH2:12][NH2:13])[OH:11], predict the reaction product. (3) The product is: [F:16][CH:15]([F:17])[O:14][C:11]1[CH:12]=[CH:13][C:8]([C:5]2[CH:4]=[N:3][C:2]([NH:18][C:19]3[CH:20]=[CH:21][C:22]([CH3:28])=[C:23]([CH2:25][CH2:26][OH:27])[CH:24]=3)=[N:7][CH:6]=2)=[CH:9][CH:10]=1. Given the reactants Cl[C:2]1[N:7]=[CH:6][C:5]([C:8]2[CH:13]=[CH:12][C:11]([O:14][CH:15]([F:17])[F:16])=[CH:10][CH:9]=2)=[CH:4][N:3]=1.[NH2:18][C:19]1[CH:20]=[CH:21][C:22]([CH3:28])=[C:23]([CH2:25][CH2:26][OH:27])[CH:24]=1.CC1C=CC(S(O)(=O)=O)=CC=1.O, predict the reaction product. (4) Given the reactants [NH2:1][C:2]1[CH:7]=[CH:6][C:5]([N:8]2[C:14](=[O:15])[CH2:13][C:12](=[O:16])[NH:11][C:10]3[C:17]4[C:22]([CH:23]=[CH:24][C:9]2=3)=[CH:21][CH:20]=[CH:19][CH:18]=4)=[CH:4][CH:3]=1.CN(C(ON1N=NC2C=CC=NC1=2)=[N+](C)C)C.F[P-](F)(F)(F)(F)F.C(N(CC)CC)C.[CH2:56]([C:58]1[C:59]([C:64](O)=[O:65])=[N:60][CH:61]=[CH:62][CH:63]=1)[CH3:57], predict the reaction product. The product is: [CH2:56]([C:58]1[C:59]([C:64]([NH:1][C:2]2[CH:7]=[CH:6][C:5]([N:8]3[C:14](=[O:15])[CH2:13][C:12](=[O:16])[NH:11][C:10]4[C:17]5[C:22]([CH:23]=[CH:24][C:9]3=4)=[CH:21][CH:20]=[CH:19][CH:18]=5)=[CH:4][CH:3]=2)=[O:65])=[N:60][CH:61]=[CH:62][CH:63]=1)[CH3:57]. (5) Given the reactants S(O)(O)(=O)=O.[Cl:6][C:7]1[CH:12]=[CH:11][C:10]([N:13]2[C:21]([C:22]3[CH:27]=[CH:26][CH:25]=[CH:24][C:23]=3[Cl:28])=[N:20][C:19]3[C:14]2=[N:15][CH:16]=[N:17][C:18]=3[N:29]2[CH2:34][CH2:33][C:32]([NH:38][CH2:39][CH3:40])([C:35]([NH2:37])=[O:36])[CH2:31][CH2:30]2)=[CH:9][CH:8]=1.C([O-])([O-])=O.[Na+].[Na+], predict the reaction product. The product is: [Cl:6][C:7]1[CH:8]=[CH:9][C:10]([N:13]2[C:21]([C:22]3[CH:27]=[CH:26][CH:25]=[CH:24][C:23]=3[Cl:28])=[N:20][C:19]3[C:14]2=[N:15][CH:16]=[N:17][C:18]=3[N:29]2[CH2:34][CH2:33][C:32]([NH:38][CH2:39][CH3:40])([C:35]([NH2:37])=[O:36])[CH2:31][CH2:30]2)=[CH:11][CH:12]=1. (6) Given the reactants C[O:2][C:3]([C:5]1[C:6]([S:15][C@H:16]2[CH2:25][CH2:24][C@@H:23]3[C@H:18]([CH2:19][C@@H:20]([C:30]([O:32]CC)=[O:31])[N:21](C(OC)=O)[CH2:22]3)[CH2:17]2)=[CH:7][C:8]2[C:13]([CH:14]=1)=[CH:12][CH:11]=[CH:10][CH:9]=2)=[O:4].[ClH:35], predict the reaction product. The product is: [ClH:35].[C:3]([C:5]1[C:6]([S:15][C@H:16]2[CH2:25][CH2:24][C@@H:23]3[C@H:18]([CH2:19][C@@H:20]([C:30]([OH:32])=[O:31])[NH:21][CH2:22]3)[CH2:17]2)=[CH:7][C:8]2[C:13]([CH:14]=1)=[CH:12][CH:11]=[CH:10][CH:9]=2)([OH:4])=[O:2]. (7) Given the reactants [C:1]1([C:7]2([OH:15])[CH2:13][CH:12]3[NH:14][CH:9]([CH2:10][CH2:11]3)[CH2:8]2)[CH:6]=[CH:5][CH:4]=[CH:3][CH:2]=1.[CH3:16][O:17][C:18]1[C:23]2[O:24][C@H:25]([CH2:28]OS(C3C=CC(C)=CC=3)(=O)=O)[CH2:26][O:27][C:22]=2[CH:21]=[CH:20][CH:19]=1, predict the reaction product. The product is: [CH3:16][O:17][C:18]1[C:23]2[O:24][C@@H:25]([CH2:28][N:14]3[CH:9]4[CH2:10][CH2:11][CH:12]3[CH2:13][C:7]([C:1]3[CH:2]=[CH:3][CH:4]=[CH:5][CH:6]=3)([OH:15])[CH2:8]4)[CH2:26][O:27][C:22]=2[CH:21]=[CH:20][CH:19]=1. (8) Given the reactants Cl[C:2]1[N:6]2[CH:7]=[C:8]([F:11])[CH:9]=[CH:10][C:5]2=[N:4][N:3]=1.[NH:12]1[CH2:17][CH2:16][CH:15]([CH2:18][OH:19])[CH2:14][CH2:13]1, predict the reaction product. The product is: [F:11][C:8]1[CH:9]=[CH:10][C:5]2[N:6]([C:2]([N:12]3[CH2:17][CH2:16][CH:15]([CH2:18][OH:19])[CH2:14][CH2:13]3)=[N:3][N:4]=2)[CH:7]=1. (9) Given the reactants [CH3:1][C:2]1([C:7]2[S:11][C:10]([CH2:12][N:13]3[CH:17]=[CH:16][C:15]([NH2:18])=[N:14]3)=[CH:9][CH:8]=2)[O:6]CCO1.[C:19]([C:21]1[CH:22]=[C:23]([C:27]2[O:31][CH:30]=[N:29][C:28]=2[C:32](O)=[O:33])[CH:24]=[CH:25][CH:26]=1)#[N:20], predict the reaction product. The product is: [C:2]([C:7]1[S:11][C:10]([CH2:12][N:13]2[CH:17]=[CH:16][C:15]([NH:18][C:32]([C:28]3[N:29]=[CH:30][O:31][C:27]=3[C:23]3[CH:24]=[CH:25][CH:26]=[C:21]([C:19]#[N:20])[CH:22]=3)=[O:33])=[N:14]2)=[CH:9][CH:8]=1)(=[O:6])[CH3:1]. (10) Given the reactants [CH3:1][C:2]1[O:3][CH:4]=[N:5][N:6]=1.[Li]CCCC.[CH2:12]([O:14][CH2:15][C:16](OCC)=[O:17])[CH3:13], predict the reaction product. The product is: [CH3:1][C:2]1[O:3][C:4]([C:16]([CH2:15][O:14][CH2:12][CH3:13])=[O:17])=[N:5][N:6]=1.